This data is from Catalyst prediction with 721,799 reactions and 888 catalyst types from USPTO. The task is: Predict which catalyst facilitates the given reaction. (1) Reactant: C1COCC1.II.[C:8]([O:12][CH2:13][CH2:14][CH2:15][CH2:16][CH2:17][CH2:18]Cl)([CH3:11])([CH3:10])[CH3:9]. Product: [C:8]([O:12][CH2:13][CH2:14][CH2:15][CH2:16][CH2:17][CH3:18])([CH3:9])([CH3:10])[CH3:11]. The catalyst class is: 6. (2) Reactant: [Si]([O:8][CH2:9][C@H:10]1[CH2:15][CH2:14][C@H:13]([CH2:16][C:17]2[NH:18][C:19]3[C:24]([CH:25]=2)=[CH:23][C:22]([C:26]2[CH:31]=[CH:30][C:29]([C:32]4[CH:37]=[CH:36][C:35]([S:38]([CH3:41])(=[O:40])=[O:39])=[CH:34][CH:33]=4)=[CH:28][CH:27]=2)=[C:21]([Cl:42])[CH:20]=3)[CH2:12][CH2:11]1)(C(C)(C)C)(C)C.[F-].C([N+](CCCC)(CCCC)CCCC)CCC. Product: [Cl:42][C:21]1[CH:20]=[C:19]2[C:24]([CH:25]=[C:17]([CH2:16][C@H:13]3[CH2:12][CH2:11][C@H:10]([CH2:9][OH:8])[CH2:15][CH2:14]3)[NH:18]2)=[CH:23][C:22]=1[C:26]1[CH:31]=[CH:30][C:29]([C:32]2[CH:37]=[CH:36][C:35]([S:38]([CH3:41])(=[O:40])=[O:39])=[CH:34][CH:33]=2)=[CH:28][CH:27]=1. The catalyst class is: 20. (3) Reactant: [CH3:1][CH:2]1[O:10][C:9]2([CH2:15][CH2:14][CH:13]([N:16]3[C:21](=[O:22])[C:20]([CH2:23][C:24]4[CH:29]=[CH:28][C:27]([C:30]5[C:31]([C:36]#[N:37])=[CH:32][CH:33]=[CH:34][CH:35]=5)=[CH:26][CH:25]=4)=[C:19]([CH2:38][CH2:39][CH3:40])[N:18]4[N:41]=[CH:42][N:43]=[C:17]34)[CH2:12][CH2:11]2)[O:8][CH2:7][C:3]21[CH2:6][CH2:5][CH2:4]2.[B-]C#N.[Na+].S([O-])([O-])(=O)=O.[Mg+2].C(=O)([O-])O.[Na+]. Product: [CH:7]([C:3]1([CH:2]([O:10][CH:9]2[CH2:15][CH2:14][CH:13]([N:16]3[C:21](=[O:22])[C:20]([CH2:23][C:24]4[CH:25]=[CH:26][C:27]([C:30]5[C:31]([C:36]#[N:37])=[CH:32][CH:33]=[CH:34][CH:35]=5)=[CH:28][CH:29]=4)=[C:19]([CH2:38][CH2:39][CH3:40])[N:18]4[N:41]=[CH:42][N:43]=[C:17]34)[CH2:12][CH2:11]2)[CH3:1])[CH2:6][CH2:5][CH2:4]1)=[O:8]. The catalyst class is: 7. (4) Reactant: [CH3:1][C:2]1[CH:7]=[CH:6][N:5]=[C:4]([S:8][CH3:9])[N:3]=1.C([N-]C(C)C)(C)C.[Li+].[CH2:18]([O:20][C:21](=O)[O:22]CC)[CH3:19]. Product: [CH3:9][S:8][C:4]1[N:3]=[C:2]([CH2:1][C:21]([O:20][CH2:18][CH3:19])=[O:22])[CH:7]=[CH:6][N:5]=1. The catalyst class is: 1. (5) Reactant: [C:1]1(/[C:7](=[CH:18]\[F:19])/[CH2:8][N:9](C(OC(C)(C)C)=O)[NH2:10])[CH:6]=[CH:5][CH:4]=[CH:3][CH:2]=1.[ClH:20].O1CCOCC1. Product: [ClH:20].[F:19]/[CH:18]=[C:7](\[C:1]1[CH:6]=[CH:5][CH:4]=[CH:3][CH:2]=1)/[CH2:8][NH:9][NH2:10]. The catalyst class is: 5. (6) Reactant: [F:1][C:2]1[CH:3]=[C:4]([CH2:8][C@H:9]([N:22]2[CH2:30][C:29]3[C:24](=[CH:25][CH:26]=[C:27]([C:31]4[N:35]([CH3:36])[N:34]=[CH:33][CH:32]=4)[CH:28]=3)[C:23]2=[O:37])[CH2:10][N:11]2[C:19](=[O:20])[C:18]3[C:13](=[CH:14][CH:15]=[CH:16][CH:17]=3)[C:12]2=[O:21])[CH:5]=[CH:6][CH:7]=1.[Br:38]N1C(=O)CCC1=O. Product: [Br:38][C:32]1[CH:33]=[N:34][N:35]([CH3:36])[C:31]=1[C:27]1[CH:28]=[C:29]2[C:24](=[CH:25][CH:26]=1)[C:23](=[O:37])[N:22]([C@@H:9]([CH2:8][C:4]1[CH:5]=[CH:6][CH:7]=[C:2]([F:1])[CH:3]=1)[CH2:10][N:11]1[C:19](=[O:20])[C:18]3[C:13](=[CH:14][CH:15]=[CH:16][CH:17]=3)[C:12]1=[O:21])[CH2:30]2. The catalyst class is: 7. (7) Reactant: [CH3:1][O:2][C:3]1[CH:4]=[C:5]([OH:13])[CH:6]=[C:7]([O:11][CH3:12])[C:8]=1[O:9][CH3:10].B(F)(F)F.CCOCC.[C:23](Cl)(=[O:27])[CH:24]([CH3:26])[CH3:25]. Product: [OH:13][C:5]1[C:6]([C:23](=[O:27])[CH:24]([CH3:26])[CH3:25])=[C:7]([O:11][CH3:12])[C:8]([O:9][CH3:10])=[C:3]([O:2][CH3:1])[CH:4]=1. The catalyst class is: 68.